Dataset: Catalyst prediction with 721,799 reactions and 888 catalyst types from USPTO. Task: Predict which catalyst facilitates the given reaction. Reactant: CO[C:3]([C@H:5]1[CH2:10][CH2:9][CH2:8][CH2:7][C@H:6]1[N:11]([CH2:32][C:33]1[CH:38]=[CH:37][C:36]([F:39])=[CH:35][CH:34]=1)[C:12](=[O:31])[CH2:13][C:14]1[NH:19][C:18]2[CH:20]=[CH:21][C:22]([NH:24][S:25]([CH3:28])(=[O:27])=[O:26])=[CH:23][C:17]=2[S:16](=[O:30])(=[O:29])[N:15]=1)=[O:4].[O-]CC.[Na+]. Product: [F:39][C:36]1[CH:35]=[CH:34][C:33]([CH2:32][N:11]2[C@H:6]3[C@H:5]([CH2:10][CH2:9][CH2:8][CH2:7]3)[C:3]([OH:4])=[C:13]([C:14]3[NH:19][C:18]4[CH:20]=[CH:21][C:22]([NH:24][S:25]([CH3:28])(=[O:26])=[O:27])=[CH:23][C:17]=4[S:16](=[O:30])(=[O:29])[N:15]=3)[C:12]2=[O:31])=[CH:38][CH:37]=1. The catalyst class is: 8.